This data is from CYP2C9 substrate classification data from Carbon-Mangels et al.. The task is: Regression/Classification. Given a drug SMILES string, predict its absorption, distribution, metabolism, or excretion properties. Task type varies by dataset: regression for continuous measurements (e.g., permeability, clearance, half-life) or binary classification for categorical outcomes (e.g., BBB penetration, CYP inhibition). Dataset: cyp2c9_substrate_carbonmangels. (1) The compound is CC[C@H]1OC(=O)[C@H](C)[C@@H](O[C@H]2C[C@@](C)(OC)[C@@H](O)[C@H](C)O2)[C@H](C)[C@@H](O[C@@H]2O[C@H](C)C[C@H](N(C)C)[C@H]2O)[C@](C)(O)C[C@](C)(F)C(=O)[C@H](C)[C@@H](O)[C@]1(C)O. The result is 0 (non-substrate). (2) The compound is CC(C)Cc1ccc([C@@H](C)C(=O)O)cc1. The result is 1 (substrate).